This data is from Full USPTO retrosynthesis dataset with 1.9M reactions from patents (1976-2016). The task is: Predict the reactants needed to synthesize the given product. (1) Given the product [CH3:1][O:2][C:3]1[CH:4]=[CH:5][C:6]([C:9]2[C:13]3[CH2:14][C:15]4[S:16][C:17]([C:20]5[CH:21]=[C:22]([NH2:26])[CH:23]=[CH:24][CH:25]=5)=[CH:18][C:19]=4[C:12]=3[NH:11][N:10]=2)=[CH:7][CH:8]=1, predict the reactants needed to synthesize it. The reactants are: [CH3:1][O:2][C:3]1[CH:8]=[CH:7][C:6]([C:9]2[C:13]3[CH2:14][C:15]4[S:16][C:17]([C:20]5[CH:21]=[C:22]([NH2:26])[CH:23]=[CH:24][CH:25]=5)=[CH:18][C:19]=4[C:12]=3[N:11](COCC[Si](C)(C)C)[N:10]=2)=[CH:5][CH:4]=1.Cl. (2) The reactants are: [F:1][C:2]([F:44])([F:43])[C:3]1[CH:4]=[C:5]([CH:40]=[CH:41][CH:42]=1)[CH2:6][NH:7][C:8]([C:10]1[CH:15]=[CH:14][N:13]=[C:12]([C:16]2[CH:21]=[C:20]([N:22]3[CH2:27][CH2:26][CH2:25][CH2:24][CH2:23]3)[CH:19]=[CH:18][C:17]=2[NH:28][C:29]([C:31]2[CH:32]=[C:33]([CH:37]=[CH:38][CH:39]=2)[C:34]([OH:36])=O)=[O:30])[CH:11]=1)=[O:9].FC(F)(F)C1C=C(C=CC=1)CNC(C1C=CN=C(C2C=C(N3CCCCC3)C=CC=2NC(=O)C2C=CC=C(C(N(CCC(NCCOC)=O)C)=O)C=2)C=1)=O.[CH3:99][NH:100][CH2:101][CH2:102][O:103][CH2:104][CH2:105][OH:106]. Given the product [OH:106][CH2:105][CH2:104][O:103][CH2:102][CH2:101][N:100]([CH3:99])[C:34](=[O:36])[C:33]1[CH:37]=[CH:38][CH:39]=[C:31]([C:29]([NH:28][C:17]2[CH:18]=[CH:19][C:20]([N:22]3[CH2:23][CH2:24][CH2:25][CH2:26][CH2:27]3)=[CH:21][C:16]=2[C:12]2[CH:11]=[C:10]([C:8](=[O:9])[NH:7][CH2:6][C:5]3[CH:40]=[CH:41][CH:42]=[C:3]([C:2]([F:1])([F:43])[F:44])[CH:4]=3)[CH:15]=[CH:14][N:13]=2)=[O:30])[CH:32]=1, predict the reactants needed to synthesize it. (3) The reactants are: [C:1]([N:9]1[CH2:14][CH2:13][CH2:12][C:11]([CH2:18][C:19]2[CH:24]=[CH:23][CH:22]=[CH:21][CH:20]=2)([C:15]([OH:17])=O)[CH2:10]1)(=[O:8])[C:2]1[CH:7]=[CH:6][CH:5]=[CH:4][CH:3]=1.S(Cl)(Cl)=O.[Al+3].[Cl-].[Cl-].[Cl-].Cl. Given the product [C:1]([N:9]1[CH2:14][CH2:13][CH2:12][C:11]2([CH2:18][C:19]3[C:20](=[CH:21][CH:22]=[CH:23][CH:24]=3)[C:15]2=[O:17])[CH2:10]1)(=[O:8])[C:2]1[CH:3]=[CH:4][CH:5]=[CH:6][CH:7]=1, predict the reactants needed to synthesize it. (4) Given the product [C:35]([C:34]1[CH:33]=[C:32]([C:31]([F:40])([F:41])[C:22]2[CH:21]=[C:20]([NH:19][C:16]([C:12]3[NH:13][C:14]4[C:10]([CH:11]=3)=[CH:9][CH:8]=[C:7]([NH:6][S:3]([CH3:2])(=[O:4])=[O:5])[CH:15]=4)=[O:18])[CH:25]=[C:24]([O:26][CH2:27][CH:28]([F:29])[F:30])[CH:23]=2)[CH:39]=[CH:38][CH:37]=1)#[N:36], predict the reactants needed to synthesize it. The reactants are: Cl.[CH3:2][S:3]([NH:6][C:7]1[CH:15]=[C:14]2[C:10]([CH:11]=[C:12]([C:16]([OH:18])=O)[NH:13]2)=[CH:9][CH:8]=1)(=[O:5])=[O:4].[NH2:19][C:20]1[CH:21]=[C:22]([C:31]([F:41])([F:40])[C:32]2[CH:33]=[C:34]([CH:37]=[CH:38][CH:39]=2)[C:35]#[N:36])[CH:23]=[C:24]([O:26][CH2:27][CH:28]([F:30])[F:29])[CH:25]=1.CN(C(ON1N=NC2C=CC=NC1=2)=[N+](C)C)C.F[P-](F)(F)(F)(F)F.CCN(C(C)C)C(C)C. (5) Given the product [C:30]1([CH2:29][CH2:28][CH2:27][CH:26]([NH:36][C:37](=[O:47])[C@H:38]([CH2:40][C:41]2[CH:42]=[N:43][CH:44]=[CH:45][CH:46]=2)[NH:39][C:14]([CH:11]2[CH2:10][CH2:9][N:8]([C:6]([O:5][C:1]([CH3:2])([CH3:3])[CH3:4])=[O:7])[CH2:13][CH2:12]2)=[O:16])[CH2:25][CH2:24][CH2:23][C:17]2[CH:18]=[CH:19][CH:20]=[CH:21][CH:22]=2)[CH:35]=[CH:34][CH:33]=[CH:32][CH:31]=1, predict the reactants needed to synthesize it. The reactants are: [C:1]([O:5][C:6]([N:8]1[CH2:13][CH2:12][CH:11]([C:14]([OH:16])=O)[CH2:10][CH2:9]1)=[O:7])([CH3:4])([CH3:3])[CH3:2].[C:17]1([CH2:23][CH2:24][CH2:25][CH:26]([NH:36][C:37](=[O:47])[C@H:38]([CH2:40][C:41]2[CH:42]=[N:43][CH:44]=[CH:45][CH:46]=2)[NH2:39])[CH2:27][CH2:28][CH2:29][C:30]2[CH:35]=[CH:34][CH:33]=[CH:32][CH:31]=2)[CH:22]=[CH:21][CH:20]=[CH:19][CH:18]=1.C(N(CC)C(C)C)(C)C.C1CN([P+](ON2N=NC3C=CC=CC2=3)(N2CCCC2)N2CCCC2)CC1.F[P-](F)(F)(F)(F)F. (6) Given the product [F:1][C:2]1[CH:7]=[C:6]([OH:8])[CH:5]=[C:4]([F:10])[C:3]=1[CH2:11][CH2:12][C:13]([O:15][CH2:16][CH3:17])=[O:14], predict the reactants needed to synthesize it. The reactants are: [F:1][C:2]1[CH:7]=[C:6]([O:8]C)[CH:5]=[C:4]([F:10])[C:3]=1[CH2:11][CH2:12][C:13]([O:15][CH2:16][CH3:17])=[O:14].[Cl-].[Al+3].[Cl-].[Cl-].C(S)CCCCCCC. (7) The reactants are: [Cl:1][C:2]1[C:10]([F:11])=[C:9]2[C:5]([C:6]([S:27][C:28]3[C:29]([F:39])=[C:30]([CH:36]=[CH:37][CH:38]=3)[C:31]([O:33]CC)=[O:32])=[C:7]([CH3:26])[N:8]2[CH2:12][C:13](=[O:25])[N:14]2[C:22]3[C:17](=[CH:18][CH:19]=[CH:20][CH:21]=3)[C:16]3([CH2:24][CH2:23]3)[CH2:15]2)=[CH:4][CH:3]=1.O[Li].O. Given the product [Cl:1][C:2]1[C:10]([F:11])=[C:9]2[C:5]([C:6]([S:27][C:28]3[C:29]([F:39])=[C:30]([CH:36]=[CH:37][CH:38]=3)[C:31]([OH:33])=[O:32])=[C:7]([CH3:26])[N:8]2[CH2:12][C:13](=[O:25])[N:14]2[C:22]3[C:17](=[CH:18][CH:19]=[CH:20][CH:21]=3)[C:16]3([CH2:24][CH2:23]3)[CH2:15]2)=[CH:4][CH:3]=1, predict the reactants needed to synthesize it.